From a dataset of Forward reaction prediction with 1.9M reactions from USPTO patents (1976-2016). Predict the product of the given reaction. (1) Given the reactants [C:1]12([NH2:11])[CH2:10][CH:5]3[CH2:6][CH:7]([CH2:9][CH:3]([CH2:4]3)[CH2:2]1)[CH2:8]2.[S:12]1[CH:16]=[CH:15][C:14]([C:17]2[CH:24]=[CH:23][C:20]([CH:21]=O)=[C:19]([OH:25])[CH:18]=2)=[CH:13]1, predict the reaction product. The product is: [C:1]12([NH:11][CH2:21][C:20]3[CH:23]=[CH:24][C:17]([C:14]4[CH:15]=[CH:16][S:12][CH:13]=4)=[CH:18][C:19]=3[OH:25])[CH2:8][CH:7]3[CH2:6][CH:5]([CH2:4][CH:3]([CH2:9]3)[CH2:2]1)[CH2:10]2. (2) Given the reactants [OH:1][CH2:2][CH2:3][N:4]1[CH2:9][CH2:8][NH:7][CH2:6][CH2:5]1.C(N(CC)CC)C.Cl[C:18]([O:20][CH2:21][C:22]1[CH:27]=[CH:26][CH:25]=[CH:24][CH:23]=1)=[O:19].CO, predict the reaction product. The product is: [OH:1][CH2:2][CH2:3][N:4]1[CH2:9][CH2:8][N:7]([C:18]([O:20][CH2:21][C:22]2[CH:27]=[CH:26][CH:25]=[CH:24][CH:23]=2)=[O:19])[CH2:6][CH2:5]1.